This data is from NCI-60 drug combinations with 297,098 pairs across 59 cell lines. The task is: Regression. Given two drug SMILES strings and cell line genomic features, predict the synergy score measuring deviation from expected non-interaction effect. Drug 1: CCC1=C2CN3C(=CC4=C(C3=O)COC(=O)C4(CC)O)C2=NC5=C1C=C(C=C5)O. Drug 2: CC12CCC3C(C1CCC2O)C(CC4=C3C=CC(=C4)O)CCCCCCCCCS(=O)CCCC(C(F)(F)F)(F)F. Cell line: CAKI-1. Synergy scores: CSS=36.7, Synergy_ZIP=0.393, Synergy_Bliss=0.602, Synergy_Loewe=-25.2, Synergy_HSA=2.06.